The task is: Predict which catalyst facilitates the given reaction.. This data is from Catalyst prediction with 721,799 reactions and 888 catalyst types from USPTO. Reactant: C(OC([N:8]1[CH:13]2[CH2:14][CH2:15][CH:9]1[CH2:10][C:11]([OH:22])([C:16]1[N:17]([CH3:21])[CH:18]=[CH:19][N:20]=1)[CH2:12]2)=O)(C)(C)C.[ClH:23]. Product: [ClH:23].[CH3:21][N:17]1[CH:18]=[CH:19][N:20]=[C:16]1[C:11]1([OH:22])[CH2:10][CH:9]2[NH:8][CH:13]([CH2:14][CH2:15]2)[CH2:12]1. The catalyst class is: 12.